From a dataset of NCI-60 drug combinations with 297,098 pairs across 59 cell lines. Regression. Given two drug SMILES strings and cell line genomic features, predict the synergy score measuring deviation from expected non-interaction effect. (1) Drug 1: CC(CN1CC(=O)NC(=O)C1)N2CC(=O)NC(=O)C2. Drug 2: C1C(C(OC1N2C=C(C(=O)NC2=O)F)CO)O. Cell line: SK-OV-3. Synergy scores: CSS=47.9, Synergy_ZIP=8.56, Synergy_Bliss=7.45, Synergy_Loewe=-17.9, Synergy_HSA=9.27. (2) Drug 1: CC1=C2C(C(=O)C3(C(CC4C(C3C(C(C2(C)C)(CC1OC(=O)C(C(C5=CC=CC=C5)NC(=O)OC(C)(C)C)O)O)OC(=O)C6=CC=CC=C6)(CO4)OC(=O)C)O)C)O. Drug 2: CC1=C(N=C(N=C1N)C(CC(=O)N)NCC(C(=O)N)N)C(=O)NC(C(C2=CN=CN2)OC3C(C(C(C(O3)CO)O)O)OC4C(C(C(C(O4)CO)O)OC(=O)N)O)C(=O)NC(C)C(C(C)C(=O)NC(C(C)O)C(=O)NCCC5=NC(=CS5)C6=NC(=CS6)C(=O)NCCC[S+](C)C)O. Cell line: HT29. Synergy scores: CSS=21.6, Synergy_ZIP=0.196, Synergy_Bliss=1.07, Synergy_Loewe=-2.54, Synergy_HSA=3.03.